This data is from Catalyst prediction with 721,799 reactions and 888 catalyst types from USPTO. The task is: Predict which catalyst facilitates the given reaction. (1) Reactant: Cl.Cl.[NH2:3][C:4]1[CH:36]=[CH:35][C:7]([O:8][C:9]2[CH:10]=[CH:11][C:12]3[N:16]=[C:15]([CH2:17][O:18][C:19]4[CH:32]=[CH:31][C:22]([CH2:23][CH:24]5[S:28][C:27](=[O:29])[NH:26][C:25]5=[O:30])=[CH:21][CH:20]=4)[N:14]([CH3:33])[C:13]=3[CH:34]=2)=[CH:6][CH:5]=1.[CH3:37][S:38](Cl)(=[O:40])=[O:39].C(N(CC)CC)C. Product: [O:29]=[C:27]1[NH:26][C:25](=[O:30])[CH:24]([CH2:23][C:22]2[CH:31]=[CH:32][C:19]([O:18][CH2:17][C:15]3[N:14]([CH3:33])[C:13]4[CH:34]=[C:9]([O:8][C:7]5[CH:35]=[CH:36][C:4]([NH:3][S:38]([CH3:37])(=[O:40])=[O:39])=[CH:5][CH:6]=5)[CH:10]=[CH:11][C:12]=4[N:16]=3)=[CH:20][CH:21]=2)[S:28]1. The catalyst class is: 9. (2) Reactant: [F:1][C:2]([F:22])([F:21])[S:3][C:4]1[CH:20]=[CH:19][C:7]([CH2:8][O:9][CH2:10][C:11]2[O:15][N:14]=[C:13]([C:16]([OH:18])=O)[CH:12]=2)=[CH:6][CH:5]=1.C(N(CC)CC)C.Cl.C(N=C=NCCCN(C)C)C.ON1C2C=CC=CC=2N=N1.[O:52]1[CH2:56][CH2:55][CH:54]([CH2:57][NH2:58])[CH2:53]1. Product: [O:52]1[CH2:56][CH2:55][CH:54]([CH2:57][NH:58][C:16]([C:13]2[CH:12]=[C:11]([CH2:10][O:9][CH2:8][C:7]3[CH:6]=[CH:5][C:4]([S:3][C:2]([F:1])([F:22])[F:21])=[CH:20][CH:19]=3)[O:15][N:14]=2)=[O:18])[CH2:53]1. The catalyst class is: 408. (3) Reactant: [O:1]1[CH2:6][CH2:5][CH2:4][CH2:3][CH:2]1[N:7]1[CH:11]=[C:10]([C:12](F)=[O:13])[CH:9]=[N:8]1.[Cl:15][C:16]1[CH:21]=[C:20]([NH2:22])[C:19]([I:23])=[CH:18][N:17]=1.CC([O-])(C)C.[K+].C([O-])(O)=O.[Na+]. Product: [Cl:15][C:16]1[CH:21]=[C:20]([NH:22][C:12]([C:10]2[CH:9]=[N:8][N:7]([CH:2]3[CH2:3][CH2:4][CH2:5][CH2:6][O:1]3)[CH:11]=2)=[O:13])[C:19]([I:23])=[CH:18][N:17]=1. The catalyst class is: 1. (4) Reactant: FC(F)(F)C([O-])=O.[Cl:8][C:9]1[CH:10]=[C:11]2[C:16](=[O:17])[NH:15][CH:14]=[C:13]([CH2:18][C:19]3[CH:20]=[CH:21][C:22]([F:34])=[C:23]([CH:33]=3)[C:24]([N:26]3CCC[NH2+]CC3)=O)[N:12]2[CH:35]=1.[Cl:36]C1C=C2C(=O)NC=C(CC3C=CC(F)=C(C=3)C#N)N2C=1.ClN1C(=O)CCC1=O. Product: [Cl:36][C:35]1[N:12]2[C:13]([CH2:18][C:19]3[CH:20]=[CH:21][C:22]([F:34])=[C:23]([CH:33]=3)[C:24]#[N:26])=[CH:14][NH:15][C:16](=[O:17])[C:11]2=[CH:10][C:9]=1[Cl:8]. The catalyst class is: 1. (5) Reactant: Cl.[F:2][C:3]([F:38])([F:37])[C:4]1[CH:5]=[C:6]([C@H:14]([O:16][C@H:17]2[CH2:22][CH2:21][N:20]([C:23]([CH:25]3[CH2:30][CH2:29][NH:28][CH2:27][CH2:26]3)=[O:24])[CH2:19][C@H:18]2[C:31]2[CH:36]=[CH:35][CH:34]=[CH:33][CH:32]=2)[CH3:15])[CH:7]=[C:8]([C:10]([F:13])([F:12])[F:11])[CH:9]=1.CCN(CC)CC.[O:46]=[C:47]1[NH:51][CH2:50][CH2:49][N:48]1[C:52](Cl)=[O:53].O. Product: [F:13][C:10]([F:11])([F:12])[C:8]1[CH:7]=[C:6]([C@H:14]([O:16][C@H:17]2[CH2:22][CH2:21][N:20]([C:23]([CH:25]3[CH2:26][CH2:27][N:28]([C:52]([N:48]4[CH2:49][CH2:50][NH:51][C:47]4=[O:46])=[O:53])[CH2:29][CH2:30]3)=[O:24])[CH2:19][C@H:18]2[C:31]2[CH:36]=[CH:35][CH:34]=[CH:33][CH:32]=2)[CH3:15])[CH:5]=[C:4]([C:3]([F:2])([F:37])[F:38])[CH:9]=1. The catalyst class is: 3. (6) Reactant: [Cl:1][C:2]1[C:6]([Cl:7])=[C:5]([CH3:8])[NH:4][C:3]=1[C:9]([NH:11][C@@H:12]1[CH2:17][CH2:16][N:15]([C:18]([O:20][CH2:21][C:22]2[CH:27]=[CH:26][CH:25]=[CH:24][CH:23]=2)=[O:19])[CH2:14][C@@H:13]1[N:28]1[CH:32]=[C:31]([CH2:33][OH:34])[N:30]=[N:29]1)=[O:10].C(Cl)Cl.[P:38](Cl)(=[O:53])([O:46][C:47]1[CH:52]=[CH:51][CH:50]=[CH:49][CH:48]=1)[O:39][C:40]1[CH:45]=[CH:44][CH:43]=[CH:42][CH:41]=1. Product: [Cl:1][C:2]1[C:6]([Cl:7])=[C:5]([CH3:8])[NH:4][C:3]=1[C:9]([NH:11][C@@H:12]1[CH2:17][CH2:16][N:15]([C:18]([O:20][CH2:21][C:22]2[CH:27]=[CH:26][CH:25]=[CH:24][CH:23]=2)=[O:19])[CH2:14][C@@H:13]1[N:28]1[CH:32]=[C:31]([CH2:33][O:34][P:38]([O:39][C:40]2[CH:41]=[CH:42][CH:43]=[CH:44][CH:45]=2)([O:46][C:47]2[CH:48]=[CH:49][CH:50]=[CH:51][CH:52]=2)=[O:53])[N:30]=[N:29]1)=[O:10]. The catalyst class is: 202. (7) Reactant: [NH2:1][C:2]1[CH:7]=[CH:6][C:5]([NH:8][C:9]([C:11]2[C:12]([C:17]3[CH:22]=[CH:21][C:20]([C:23]([F:26])([F:25])[F:24])=[CH:19][CH:18]=3)=[CH:13][CH:14]=[CH:15][CH:16]=2)=[O:10])=[CH:4][CH:3]=1.[N:27]1[CH:32]=[CH:31][C:30]([CH2:33][C:34](O)=[O:35])=[N:29][CH:28]=1.C1C=CC2N(O)N=NC=2C=1.CCN=C=NCCCN(C)C.Cl. Product: [N:27]1[CH:32]=[CH:31][C:30]([CH2:33][C:34]([NH:1][C:2]2[CH:7]=[CH:6][C:5]([NH:8][C:9]([C:11]3[C:12]([C:17]4[CH:22]=[CH:21][C:20]([C:23]([F:24])([F:25])[F:26])=[CH:19][CH:18]=4)=[CH:13][CH:14]=[CH:15][CH:16]=3)=[O:10])=[CH:4][CH:3]=2)=[O:35])=[N:29][CH:28]=1. The catalyst class is: 289.